Dataset: Reaction yield outcomes from USPTO patents with 853,638 reactions. Task: Predict the reaction yield, written as a fraction of the theoretical maximum amount of product (1.0 means a 100% yield; for example, 0.34 means a 34% yield). (1) The reactants are O[CH2:2][C:3]1[CH:8]=[CH:7][C:6](/[CH:9]=[CH:10]/[C:11]2[CH:16]=[CH:15][C:14]([O:17][CH2:18][CH2:19][CH2:20][CH2:21][CH2:22][CH3:23])=[CH:13][CH:12]=2)=[CH:5][CH:4]=1.S(Cl)([Cl:26])=O.O. The catalyst is ClCCl. The product is [Cl:26][CH2:2][C:3]1[CH:8]=[CH:7][C:6](/[CH:9]=[CH:10]/[C:11]2[CH:16]=[CH:15][C:14]([O:17][CH2:18][CH2:19][CH2:20][CH2:21][CH2:22][CH3:23])=[CH:13][CH:12]=2)=[CH:5][CH:4]=1. The yield is 0.600. (2) The reactants are ClC(Cl)C.CN([CH:8]=[O:9])C.P(Cl)(Cl)(Cl)=O.[CH:15]1[C:16]([C:24]([O:26][CH3:27])=[O:25])=[CH:17][N:18]2[C:23]=1[CH2:22][CH2:21][CH2:20][CH2:19]2. The catalyst is C(#N)C. The product is [CH:8]([C:17]1[N:18]2[C:23]([CH2:22][CH2:21][CH2:20][CH2:19]2)=[CH:15][C:16]=1[C:24]([O:26][CH3:27])=[O:25])=[O:9]. The yield is 0.580.